From a dataset of Forward reaction prediction with 1.9M reactions from USPTO patents (1976-2016). Predict the product of the given reaction. Given the reactants [Br:1][C:2]1[CH:7]=[CH:6][C:5]([NH:8][C:9](=O)OC(C)(C)C)=[CH:4][CH:3]=1.[H-].[Al+3].[Li+].[H-].[H-].[H-], predict the reaction product. The product is: [Br:1][C:2]1[CH:7]=[CH:6][C:5]([NH:8][CH3:9])=[CH:4][CH:3]=1.